Predict the product of the given reaction. From a dataset of Forward reaction prediction with 1.9M reactions from USPTO patents (1976-2016). (1) Given the reactants [C:1]([O:5][C:6](=[O:19])[C@H:7]([C@@H:16]([CH3:18])[OH:17])[NH:8][C:9]([O:11][C:12]([CH3:15])([CH3:14])[CH3:13])=[O:10])([CH3:4])([CH3:3])[CH3:2].[CH3:20][S:21](Cl)(=[O:23])=[O:22].C(Cl)(Cl)Cl.CC(C)=O.C1C=C2C(C(O)(O)C(=O)C2=CC=1)=O, predict the reaction product. The product is: [C:1]([O:5][C:6](=[O:19])[C@H:7]([C@@H:16]([CH3:18])[O:17][S:21]([CH3:20])(=[O:23])=[O:22])[NH:8][C:9]([O:11][C:12]([CH3:15])([CH3:14])[CH3:13])=[O:10])([CH3:4])([CH3:2])[CH3:3]. (2) Given the reactants [OH:1][CH2:2][CH:3]1[N:14]2[C:15]3[C:10]([C:11](=[O:17])[NH:12][C:13]2=[O:16])=[CH:9][CH:8]=[CH:7][C:6]=3[CH2:5][CH2:4]1.C(N(CC)CC)C.S([O-])(O)(=O)=O.[K+], predict the reaction product. The product is: [O:17]=[C:11]1[C:10]2[C:15]3=[C:6]([CH2:5][CH2:4][CH:3]([CH:2]=[O:1])[N:14]3[C:13](=[O:16])[NH:12]1)[CH:7]=[CH:8][CH:9]=2. (3) Given the reactants ClC1C=CC=C(C(OO)=[O:9])C=1.[Br:12][C:13]1[N:18]=[C:17]([C:19]2[CH:20]=[CH:21][C:22](=[O:28])[N:23]([CH:25]([CH3:27])[CH3:26])[N:24]=2)[C:16]([C:29]2[CH:34]=[CH:33][CH:32]=[CH:31][CH:30]=2)=[N:15][C:14]=1[N:35]=S(C)C.CSC.C([O-])([O-])=O.[Na+].[Na+], predict the reaction product. The product is: [Br:12][C:13]1[N:18]=[C:17]([C:19]2[CH:20]=[CH:21][C:22](=[O:28])[N:23]([CH:25]([CH3:27])[CH3:26])[N:24]=2)[C:16]([C:29]2[CH:34]=[CH:33][CH:32]=[CH:31][CH:30]=2)=[N:15][C:14]=1[N:35]=[O:9].